From a dataset of Full USPTO retrosynthesis dataset with 1.9M reactions from patents (1976-2016). Predict the reactants needed to synthesize the given product. (1) Given the product [Cl:22][C:14]1[CH:13]=[C:12]2[C:17]([C:18](=[O:20])[CH:19]=[C:10]([C:8]([NH:7][CH:4]3[CH2:3][CH2:2][N:1]([CH:29]4[C:30]5[C:26](=[CH:25][C:24]([F:23])=[C:32]([F:33])[CH:31]=5)[CH2:27][CH2:28]4)[CH2:6][CH2:5]3)=[O:9])[O:11]2)=[CH:16][C:15]=1[F:21], predict the reactants needed to synthesize it. The reactants are: [NH:1]1[CH2:6][CH2:5][CH:4]([NH:7][C:8]([C:10]2[O:11][C:12]3[C:17]([C:18](=[O:20])[CH:19]=2)=[CH:16][C:15]([F:21])=[C:14]([Cl:22])[CH:13]=3)=[O:9])[CH2:3][CH2:2]1.[F:23][C:24]1[CH:25]=[C:26]2[C:30](=[CH:31][C:32]=1[F:33])[C:29](=O)[CH2:28][CH2:27]2.C1COCC1.C([BH3-])#N.[Na+]. (2) Given the product [F:25][C:20]1[CH:19]=[C:18]([CH:23]=[CH:22][C:21]=1[F:24])[CH2:17][NH:16][C:13]1[N:14]=[CH:15][C:10]2[C:9]([CH3:41])=[C:8]([C:3]3[CH:4]=[CH:5][CH:6]=[CH:7][CH:2]=3)[N:26]([CH2:27][C@@H:28]3[CH2:33][CH2:32][CH2:31][N:30]([C:34]([O:36][C:37]([CH3:39])([CH3:40])[CH3:38])=[O:35])[CH2:29]3)[C:11]=2[N:12]=1, predict the reactants needed to synthesize it. The reactants are: Cl[C:2]1[CH:7]=[CH:6][CH:5]=[CH:4][C:3]=1[C:8]1[N:26]([CH2:27][C@H:28]2[CH2:33][CH2:32][CH2:31][N:30]([C:34]([O:36][C:37]([CH3:40])([CH3:39])[CH3:38])=[O:35])[CH2:29]2)[C:11]2[N:12]=[C:13]([NH:16][CH2:17][C:18]3[CH:23]=[CH:22][C:21]([F:24])=[C:20]([F:25])[CH:19]=3)[N:14]=[CH:15][C:10]=2[C:9]=1[CH3:41].ClC1N=CC2C(C)=C(C3C=CC=CC=3)N(C[C@@H]3CCCN(C(OC(C)(C)C)=O)C3)C=2N=1. (3) Given the product [C:22]([O:25][CH2:26][C:27]1[C:28]([N:42]2[CH2:53][CH2:52][N:51]3[C:44](=[CH:45][C:46]4[CH2:47][C:48]([CH3:55])([CH3:54])[CH2:49][C:50]=43)[C:43]2=[O:56])=[N:29][CH:30]=[CH:31][C:32]=1[C:2]1[CH:3]=[C:4]([NH:10][C:11]2[CH:12]=[C:13]3[C:19]([CH3:20])=[N:18][N:17]([CH3:21])[C:14]3=[CH:15][N:16]=2)[C:5](=[O:9])[N:6]([CH3:8])[CH:7]=1)(=[O:24])[CH3:23], predict the reactants needed to synthesize it. The reactants are: Br[C:2]1[CH:3]=[C:4]([NH:10][C:11]2[CH:12]=[C:13]3[C:19]([CH3:20])=[N:18][N:17]([CH3:21])[C:14]3=[CH:15][N:16]=2)[C:5](=[O:9])[N:6]([CH3:8])[CH:7]=1.[C:22]([O:25][CH2:26][C:27]1[C:28]([N:42]2[CH2:53][CH2:52][N:51]3[C:44](=[CH:45][C:46]4[CH2:47][C:48]([CH3:55])([CH3:54])[CH2:49][C:50]=43)[C:43]2=[O:56])=[N:29][CH:30]=[CH:31][C:32]=1B1OC(C)(C)C(C)(C)O1)(=[O:24])[CH3:23].[O-]P([O-])([O-])=O.[K+].[K+].[K+].C([O-])(=O)C.[Na+]. (4) Given the product [CH3:1][O:2][C:3](=[O:27])[CH:4]([C:9]1[CH:10]=[C:11]([C:16]2[CH:21]=[CH:20][C:19]([Cl:22])=[C:18]([C:23]([F:26])([F:24])[F:25])[CH:17]=2)[CH:12]=[C:13]([O:15][C:31]2[CH:32]=[C:33]([C:35]([F:37])([F:36])[F:38])[CH:34]=[C:29]([F:28])[CH:30]=2)[CH:14]=1)[CH2:5][CH:6]([CH3:8])[CH3:7], predict the reactants needed to synthesize it. The reactants are: [CH3:1][O:2][C:3](=[O:27])[CH:4]([C:9]1[CH:10]=[C:11]([C:16]2[CH:21]=[CH:20][C:19]([Cl:22])=[C:18]([C:23]([F:26])([F:25])[F:24])[CH:17]=2)[CH:12]=[C:13]([OH:15])[CH:14]=1)[CH2:5][CH:6]([CH3:8])[CH3:7].[F:28][C:29]1[CH:30]=[C:31](B(O)O)[CH:32]=[C:33]([C:35]([F:38])([F:37])[F:36])[CH:34]=1. (5) Given the product [CH2:1]([O:8][C:9]([N:11]1[CH2:16][CH2:15][N:14]([CH2:23][C:24]2[CH:33]=[C:32]3[C:27]([C:28]([Cl:34])=[CH:29][CH:30]=[N:31]3)=[CH:26][CH:25]=2)[C:13](=[O:17])[C@@H:12]1[CH3:18])=[O:10])[C:2]1[CH:3]=[CH:4][CH:5]=[CH:6][CH:7]=1, predict the reactants needed to synthesize it. The reactants are: [CH2:1]([O:8][C:9]([N:11]1[CH2:16][CH2:15][NH:14][C:13](=[O:17])[C@@H:12]1[CH3:18])=[O:10])[C:2]1[CH:7]=[CH:6][CH:5]=[CH:4][CH:3]=1.[I-].[H-].[Na+].Br[CH2:23][C:24]1[CH:33]=[C:32]2[C:27]([C:28]([Cl:34])=[CH:29][CH:30]=[N:31]2)=[CH:26][CH:25]=1.